This data is from Catalyst prediction with 721,799 reactions and 888 catalyst types from USPTO. The task is: Predict which catalyst facilitates the given reaction. (1) Reactant: CC1C=CC(S(O[CH2:12][CH:13]2[O:18][C:17]3[CH:19]=[C:20]([F:24])[CH:21]=[C:22]([F:23])[C:16]=3[O:15][CH2:14]2)(=O)=O)=CC=1.[CH3:25][CH:26]([CH3:29])[CH2:27][NH2:28]. Product: [F:23][C:22]1[C:16]2[O:15][CH2:14][CH:13]([CH2:12][NH:28][CH2:27][CH:26]([CH3:29])[CH3:25])[O:18][C:17]=2[CH:19]=[C:20]([F:24])[CH:21]=1. The catalyst class is: 10. (2) Reactant: [C:1]([O:5][C:6]([NH:8][C:9]1([C:14]([OH:16])=O)[CH2:13][CH2:12][CH2:11][CH2:10]1)=[O:7])([CH3:4])([CH3:3])[CH3:2].[CH:17]1[CH:18]=[CH:19][C:20]2N(O)N=N[C:21]=2[CH:22]=1.CN(C(ON1[N:43]=[N:42][C:37]2C=CC=CC1=2)=[N+](C)C)C.F[P-](F)(F)(F)(F)F.CC[N:53]([CH:57](C)C)C(C)C.C(O)(C(F)(F)F)=[O:61]. Product: [NH2:53][CH2:57][C:21]1[CH:20]=[CH:19][C:18]([C:37]([NH:42][NH:43][C:14]([C:9]2([NH:8][C:6]([O:5][C:1]([CH3:2])([CH3:3])[CH3:4])=[O:7])[CH2:10][CH2:11][CH2:12][CH2:13]2)=[O:16])=[O:61])=[CH:17][CH:22]=1. The catalyst class is: 85.